This data is from Reaction yield outcomes from USPTO patents with 853,638 reactions. The task is: Predict the reaction yield, written as a fraction of the theoretical maximum amount of product (1.0 means a 100% yield; for example, 0.34 means a 34% yield). The reactants are [NH:1]([C:7]([O:9][C:10]([CH3:13])([CH3:12])[CH3:11])=[O:8])[C@H:2]([C:4]([OH:6])=O)[CH3:3].C1N=CN(C(N2C=NC=C2)=O)C=1.Cl.[CH2:27]1[O:38][C:37]2[CH:36]=[CH:35][C:31]([CH2:32][CH2:33][NH2:34])=[CH:30][C:29]=2[O:28]1. The product is [C:10]([O:9][C:7](=[O:8])[NH:1][C@H:2]([C:4](=[O:6])[NH:34][CH2:33][CH2:32][C:31]1[CH:35]=[CH:36][C:37]2[O:38][CH2:27][O:28][C:29]=2[CH:30]=1)[CH3:3])([CH3:13])([CH3:12])[CH3:11]. The catalyst is ClCCCl. The yield is 0.880.